Predict the reactants needed to synthesize the given product. From a dataset of Full USPTO retrosynthesis dataset with 1.9M reactions from patents (1976-2016). Given the product [F:10][C:11]1[CH:16]=[CH:15][CH:14]=[CH:13][C:12]=1[C:2]1[CH:3]([CH2:7][CH2:8][OH:9])[CH2:4][CH2:5][CH:6]=1, predict the reactants needed to synthesize it. The reactants are: Br[C:2]1[CH:3]([CH2:7][CH2:8][OH:9])[CH2:4][CH2:5][CH:6]=1.[F:10][C:11]1[CH:16]=[CH:15][CH:14]=[CH:13][C:12]=1B(O)O.